From a dataset of Full USPTO retrosynthesis dataset with 1.9M reactions from patents (1976-2016). Predict the reactants needed to synthesize the given product. (1) Given the product [C:23]1([CH2:29][CH2:30][S:31]([N:1]2[CH2:2][CH:3]=[C:4]([C:7]3[C:15]4[C:10](=[N:11][CH:12]=[CH:13][CH:14]=4)[NH:9][CH:8]=3)[CH2:5][CH2:6]2)(=[O:33])=[O:32])[CH:28]=[CH:27][CH:26]=[CH:25][CH:24]=1, predict the reactants needed to synthesize it. The reactants are: [NH:1]1[CH2:6][CH:5]=[C:4]([C:7]2[C:15]3[C:10](=[N:11][CH:12]=[CH:13][CH:14]=3)[NH:9][CH:8]=2)[CH2:3][CH2:2]1.C(N(CC)CC)C.[C:23]1([CH2:29][CH2:30][S:31](Cl)(=[O:33])=[O:32])[CH:28]=[CH:27][CH:26]=[CH:25][CH:24]=1. (2) Given the product [C:12]([O:16][C:17]([N:19]1[CH2:24][CH2:23][CH:22]([NH:25][C:2]2[N:7]=[C:6]([C:8]([F:11])([F:10])[F:9])[CH:5]=[CH:4][N:3]=2)[CH2:21][CH2:20]1)=[O:18])([CH3:15])([CH3:13])[CH3:14], predict the reactants needed to synthesize it. The reactants are: Cl[C:2]1[N:7]=[C:6]([C:8]([F:11])([F:10])[F:9])[CH:5]=[CH:4][N:3]=1.[C:12]([O:16][C:17]([N:19]1[CH2:24][CH2:23][CH:22]([NH2:25])[CH2:21][CH2:20]1)=[O:18])([CH3:15])([CH3:14])[CH3:13].C(N(CC)CC)C. (3) Given the product [C:1]1([CH:7]([SiH:14]([Cl:16])[Cl:15])[C:8]2[CH:9]=[CH:10][CH:11]=[CH:12][CH:13]=2)[CH:2]=[CH:3][CH:4]=[CH:5][CH:6]=1, predict the reactants needed to synthesize it. The reactants are: [C:1]1([CH:7]([Si:14](Cl)([Cl:16])[Cl:15])[C:8]2[CH:13]=[CH:12][CH:11]=[CH:10][CH:9]=2)[CH:6]=[CH:5][CH:4]=[CH:3][CH:2]=1.C[SiH](Cl)Cl. (4) Given the product [Cl:28][C:29]1[CH:35]=[CH:34][CH:33]=[C:32]([F:36])[C:30]=1[NH:31][CH2:26][C:17]1[N:18]([C:19]2[CH:20]=[CH:21][C:22]([F:25])=[CH:23][CH:24]=2)[C:14]([C:11]([C:5]2[CH:6]=[CH:7][C:8]([O:9][CH3:10])=[C:3]([O:2][CH3:1])[CH:4]=2)([CH3:12])[CH3:13])=[CH:15][N:16]=1, predict the reactants needed to synthesize it. The reactants are: [CH3:1][O:2][C:3]1[CH:4]=[C:5]([C:11]([C:14]2[N:18]([C:19]3[CH:24]=[CH:23][C:22]([F:25])=[CH:21][CH:20]=3)[C:17]([CH:26]=O)=[N:16][CH:15]=2)([CH3:13])[CH3:12])[CH:6]=[CH:7][C:8]=1[O:9][CH3:10].[Cl:28][C:29]1[CH:35]=[CH:34][CH:33]=[C:32]([F:36])[C:30]=1[NH2:31].CC1C=CC(S(O)(=O)=O)=CC=1.[BH4-].[Na+]. (5) Given the product [Br:16][C:17]1[C:18]([C:23]2[NH:27][N:26]=[CH:25][N:24]=2)=[C:19]([NH:22][C:13](=[O:15])[CH2:12][N:3]2[C:4]3[C:9](=[CH:8][N:7]=[CH:6][CH:5]=3)[CH:10]=[CH:11][C:2]2=[O:1])[S:20][CH:21]=1, predict the reactants needed to synthesize it. The reactants are: [O:1]=[C:2]1[CH:11]=[CH:10][C:9]2[C:4](=[CH:5][CH:6]=[N:7][CH:8]=2)[N:3]1[CH2:12][C:13]([OH:15])=O.[Br:16][C:17]1[C:18]([C:23]2[NH:27][N:26]=[CH:25][N:24]=2)=[C:19]([NH2:22])[S:20][CH:21]=1. (6) Given the product [F:52][C:47]1[CH:48]=[CH:49][CH:50]=[CH:51][C:46]=1[C:44](=[O:45])[CH2:43][NH:42][C:16]([CH:13]1[CH2:12][CH2:11][N:10]([C:8]([O:7][C:3]2[CH:2]=[N:1][CH:6]=[CH:5][CH:4]=2)=[O:9])[CH2:15][CH2:14]1)=[O:18], predict the reactants needed to synthesize it. The reactants are: [N:1]1[CH:6]=[CH:5][CH:4]=[C:3]([O:7][C:8]([N:10]2[CH2:15][CH2:14][CH:13]([C:16]([OH:18])=O)[CH2:12][CH2:11]2)=[O:9])[CH:2]=1.C1C=CC2N(O)N=NC=2C=1.CCN=C=NCCCN(C)C.Cl.Cl.[NH2:42][CH2:43][C:44]([C:46]1[CH:51]=[CH:50][CH:49]=[CH:48][C:47]=1[F:52])=[O:45]. (7) Given the product [NH2:21][C:16]1[CH:17]=[N:18][CH:19]=[CH:20][C:15]=1[CH:13]1[O:12][C:11]([CH3:25])([CH3:24])[CH:10]([OH:26])[CH:9]([O:8][Si:1]([C:4]([CH3:7])([CH3:6])[CH3:5])([CH3:2])[CH3:3])[CH2:14]1, predict the reactants needed to synthesize it. The reactants are: [Si:1]([O:8][CH:9]1[CH2:14][CH:13]([C:15]2[CH:20]=[CH:19][N:18]=[CH:17][C:16]=2[N+:21]([O-])=O)[O:12][C:11]([CH3:25])([CH3:24])[CH:10]1[OH:26])([C:4]([CH3:7])([CH3:6])[CH3:5])([CH3:3])[CH3:2]. (8) Given the product [Cl:1][CH2:2][C:3]1[N:7]=[C:8]2[CH:13]=[CH:12][CH:11]=[CH:10][N:9]2[CH:4]=1, predict the reactants needed to synthesize it. The reactants are: [Cl:1][CH2:2][C:3](=O)[CH2:4]Cl.[NH2:7][C:8]1[CH:13]=[CH:12][CH:11]=[CH:10][N:9]=1.